Dataset: NCI-60 drug combinations with 297,098 pairs across 59 cell lines. Task: Regression. Given two drug SMILES strings and cell line genomic features, predict the synergy score measuring deviation from expected non-interaction effect. (1) Drug 1: C1=CC(=C2C(=C1NCCNCCO)C(=O)C3=C(C=CC(=C3C2=O)O)O)NCCNCCO. Drug 2: CCC(=C(C1=CC=CC=C1)C2=CC=C(C=C2)OCCN(C)C)C3=CC=CC=C3.C(C(=O)O)C(CC(=O)O)(C(=O)O)O. Cell line: NCI-H322M. Synergy scores: CSS=23.5, Synergy_ZIP=-1.49, Synergy_Bliss=4.15, Synergy_Loewe=-24.6, Synergy_HSA=3.85. (2) Drug 1: CC1=C2C(C(=O)C3(C(CC4C(C3C(C(C2(C)C)(CC1OC(=O)C(C(C5=CC=CC=C5)NC(=O)C6=CC=CC=C6)O)O)OC(=O)C7=CC=CC=C7)(CO4)OC(=O)C)O)C)OC(=O)C. Drug 2: CS(=O)(=O)CCNCC1=CC=C(O1)C2=CC3=C(C=C2)N=CN=C3NC4=CC(=C(C=C4)OCC5=CC(=CC=C5)F)Cl. Cell line: MALME-3M. Synergy scores: CSS=17.9, Synergy_ZIP=3.26, Synergy_Bliss=10.8, Synergy_Loewe=-6.09, Synergy_HSA=7.76.